Dataset: Catalyst prediction with 721,799 reactions and 888 catalyst types from USPTO. Task: Predict which catalyst facilitates the given reaction. Reactant: C[N:2](C)/[CH:3]=[C:4](/[C:7]1[CH:12]=[CH:11][C:10]([N+:13]([O-:15])=[O:14])=[CH:9][C:8]=1[O:16][CH3:17])\[C:5]#N.[NH2:19][C:20]1[CH:24]=[CH:23][NH:22][N:21]=1.Cl. Product: [CH3:17][O:16][C:8]1[CH:9]=[C:10]([N+:13]([O-:15])=[O:14])[CH:11]=[CH:12][C:7]=1[C:4]1[CH:5]=[N:19][C:20]2[N:21]([N:22]=[CH:23][CH:24]=2)[C:3]=1[NH2:2]. The catalyst class is: 14.